This data is from Full USPTO retrosynthesis dataset with 1.9M reactions from patents (1976-2016). The task is: Predict the reactants needed to synthesize the given product. (1) The reactants are: [OH:1][C:2]1[CH:9]=[C:8]([OH:10])[CH:7]=[CH:6][C:3]=1[CH:4]=[O:5].[CH3:11][O:12][CH2:13][CH2:14]O.C1(P(C2C=CC=CC=2)C2C=CC=CC=2)C=CC=CC=1.C1(C)C=CC=CC=1.N(C(OCC)=O)=NC(OCC)=O. Given the product [OH:1][C:2]1[CH:9]=[C:8]([O:10][CH2:14][CH2:13][O:12][CH3:11])[CH:7]=[CH:6][C:3]=1[CH:4]=[O:5], predict the reactants needed to synthesize it. (2) Given the product [F:1][C:2]1[CH:23]=[CH:22][CH:21]=[C:20]([F:24])[C:3]=1[CH2:4][O:5][C:6]1[C:7]2[N:8]([C:13]([C:17]([NH:55][CH2:56][CH:57]3[CH2:66][CH2:65][C:64]4[C:59](=[CH:60][CH:61]=[CH:62][CH:63]=4)[N:58]3[C:67]([O:69][C:70]([CH3:73])([CH3:72])[CH3:71])=[O:68])=[O:18])=[C:14]([CH3:16])[N:15]=2)[CH:9]=[C:10]([CH3:12])[CH:11]=1, predict the reactants needed to synthesize it. The reactants are: [F:1][C:2]1[CH:23]=[CH:22][CH:21]=[C:20]([F:24])[C:3]=1[CH2:4][O:5][C:6]1[C:7]2[N:8]([C:13]([C:17](O)=[O:18])=[C:14]([CH3:16])[N:15]=2)[CH:9]=[C:10]([CH3:12])[CH:11]=1.CN(C(ON1N=NC2C=CC=CC1=2)=[N+](C)C)C.[B-](F)(F)(F)F.CN1CCOCC1.Cl.[NH2:55][CH2:56][CH:57]1[CH2:66][CH2:65][C:64]2[C:59](=[CH:60][CH:61]=[CH:62][CH:63]=2)[N:58]1[C:67]([O:69][C:70]([CH3:73])([CH3:72])[CH3:71])=[O:68]. (3) Given the product [ClH:2].[S:5]1[C:9]([CH2:10][NH:11][CH:12]2[CH2:17][CH2:16][N:15]([CH2:18][CH2:19][N:20]3[C:29]4[C:24](=[CH:25][CH:26]=[C:27]([O:30][CH3:31])[CH:28]=4)[N:23]=[CH:22][C:21]3=[O:32])[CH2:14][CH2:13]2)=[CH:8][C:7]2[CH:33]=[CH:34][CH:35]=[CH:36][C:6]1=2, predict the reactants needed to synthesize it. The reactants are: C(Cl)(Cl)[Cl:2].[S:5]1[C:9]([CH2:10][NH:11][CH:12]2[CH2:17][CH2:16][N:15]([CH2:18][CH2:19][N:20]3[C:29]4[C:24](=[CH:25][CH:26]=[C:27]([O:30][CH3:31])[CH:28]=4)[N:23]=[CH:22][C:21]3=[O:32])[CH2:14][CH2:13]2)=[CH:8][C:7]2[CH:33]=[CH:34][CH:35]=[CH:36][C:6]1=2.Cl.C(OCC)(=O)C. (4) Given the product [Cl:14][C:15]1[CH:20]=[CH:19][CH:18]=[C:17]([Cl:21])[C:16]=1[S:22][C:2]1[S:6][C:5]([C:7]([O:9][CH3:10])=[O:8])=[CH:4][C:3]=1[N+:11]([O-:13])=[O:12], predict the reactants needed to synthesize it. The reactants are: Cl[C:2]1[S:6][C:5]([C:7]([O:9][CH3:10])=[O:8])=[CH:4][C:3]=1[N+:11]([O-:13])=[O:12].[Cl:14][C:15]1[CH:20]=[CH:19][CH:18]=[C:17]([Cl:21])[C:16]=1[SH:22]. (5) Given the product [OH:11][C@H:3]1[CH2:4][C:5]2[C:10](=[CH:9][CH:8]=[CH:7][CH:6]=2)[C@H:2]1[NH:1][C:17](=[O:18])[O:16][C:12]([CH3:15])([CH3:14])[CH3:13], predict the reactants needed to synthesize it. The reactants are: [NH2:1][C@@H:2]1[C:10]2[C:5](=[CH:6][CH:7]=[CH:8][CH:9]=2)[CH2:4][C@@H:3]1[OH:11].[C:12]([O:16][C:17](O[C:17]([O:16][C:12]([CH3:15])([CH3:14])[CH3:13])=[O:18])=[O:18])([CH3:15])([CH3:14])[CH3:13]. (6) Given the product [CH3:1][O:2][C:3](=[O:12])[C:4]1[CH:9]=[CH:8][C:7]([OH:10])=[C:6]([N:11]([CH2:19][CH:20]=[C:21]([CH3:22])[CH2:23][CH2:24][CH:25]=[C:26]([CH3:27])[CH2:28][CH2:29][CH:30]=[C:31]([CH3:33])[CH3:32])[CH2:19][CH:20]=[C:21]([CH3:22])[CH2:23][CH2:24][CH:25]=[C:26]([CH3:27])[CH2:28][CH2:29][CH:30]=[C:31]([CH3:33])[CH3:32])[CH:5]=1, predict the reactants needed to synthesize it. The reactants are: [CH3:1][O:2][C:3](=[O:12])[C:4]1[CH:9]=[CH:8][C:7]([OH:10])=[C:6]([NH2:11])[CH:5]=1.C(=O)([O-])[O-].[K+].[K+].[CH2:19](Br)[CH:20]=[C:21]([CH2:23][CH2:24][CH:25]=[C:26]([CH2:28][CH2:29][CH:30]=[C:31]([CH3:33])[CH3:32])[CH3:27])[CH3:22]. (7) Given the product [NH:15]1[C:19]([CH2:21][NH:22][C@@H:23]([CH2:41][C:42]2[CH:43]=[CH:44][C:45]([F:48])=[CH:46][CH:47]=2)[C:24]([NH:26][C:27]2[N:31]([CH3:32])[N:30]=[C:29]([C:33]3[CH:38]=[CH:37][N:36]=[C:35]([NH:39][CH3:40])[CH:34]=3)[CH:28]=2)=[O:25])=[N:20][N:17]=[N:16]1, predict the reactants needed to synthesize it. The reactants are: C([Sn](Cl)(CCCC)CCCC)CCC.[N-:15]=[N+:16]=[N-:17].[Na+].[C:19]([CH2:21][NH:22][C@@H:23]([CH2:41][C:42]1[CH:47]=[CH:46][C:45]([F:48])=[CH:44][CH:43]=1)[C:24]([NH:26][C:27]1[N:31]([CH3:32])[N:30]=[C:29]([C:33]2[CH:38]=[CH:37][N:36]=[C:35]([NH:39][CH3:40])[CH:34]=2)[CH:28]=1)=[O:25])#[N:20]. (8) The reactants are: [F:1][C:2]1[CH:7]=[CH:6][CH:5]=[C:4]([F:8])[C:3]=1[N:9]1[C:14]2[N:15]=[C:16](S(C)=O)[N:17]=[C:18]([C:19]3[CH:20]=[C:21]([CH:28]=[CH:29][C:30]=3[CH3:31])[C:22]([NH:24][CH:25]([CH3:27])[CH3:26])=[O:23])[C:13]=2[CH2:12][NH:11][C:10]1=[O:35].[N:36]1([CH2:41][CH2:42][NH2:43])[CH2:40][CH2:39][CH2:38][CH2:37]1. Given the product [F:1][C:2]1[CH:7]=[CH:6][CH:5]=[C:4]([F:8])[C:3]=1[N:9]1[C:14]2[N:15]=[C:16]([NH:43][CH2:42][CH2:41][N:36]3[CH2:40][CH2:39][CH2:38][CH2:37]3)[N:17]=[C:18]([C:19]3[CH:20]=[C:21]([CH:28]=[CH:29][C:30]=3[CH3:31])[C:22]([NH:24][CH:25]([CH3:27])[CH3:26])=[O:23])[C:13]=2[CH2:12][NH:11][C:10]1=[O:35], predict the reactants needed to synthesize it.